This data is from Full USPTO retrosynthesis dataset with 1.9M reactions from patents (1976-2016). The task is: Predict the reactants needed to synthesize the given product. (1) The reactants are: [H-].[Al+3].[Li+].[H-].[H-].[H-].[CH2:7]([CH:9]1[NH:15][CH2:14][CH2:13][CH2:12][NH:11][C:10]1=O)[CH3:8]. Given the product [CH2:7]([CH:9]1[CH2:10][NH:11][CH2:12][CH2:13][CH2:14][NH:15]1)[CH3:8], predict the reactants needed to synthesize it. (2) Given the product [C:1]([O:5][C:6]([N:8]1[CH2:12][C@H:11]([CH2:13][N:14]([CH:31]([CH3:33])[CH3:32])[C:15](=[O:30])[C:16]2[CH:21]=[CH:20][C:19]([O:22][CH3:23])=[C:18]([O:24][CH2:25][CH2:26][CH2:27][O:28][CH3:29])[CH:17]=2)[C@@H:10]([N:34]([CH2:35][C:36]2[CH:37]=[CH:38][CH:39]=[CH:40][CH:41]=2)[CH3:45])[CH2:9]1)=[O:7])([CH3:3])([CH3:4])[CH3:2], predict the reactants needed to synthesize it. The reactants are: [C:1]([O:5][C:6]([N:8]1[CH2:12][C@H:11]([CH2:13][N:14]([CH:31]([CH3:33])[CH3:32])[C:15](=[O:30])[C:16]2[CH:21]=[CH:20][C:19]([O:22][CH3:23])=[C:18]([O:24][CH2:25][CH2:26][CH2:27][O:28][CH3:29])[CH:17]=2)[C@@H:10]([NH:34][CH2:35][C:36]2[CH:41]=[CH:40][CH:39]=[CH:38][CH:37]=2)[CH2:9]1)=[O:7])([CH3:4])([CH3:3])[CH3:2].C=O.O.[C:45](O[BH-](OC(=O)C)OC(=O)C)(=O)C.[Na+].C([O-])(O)=O.[Na+]. (3) Given the product [CH:23]1([C:19]2[CH:20]=[C:21]([CH3:22])[C:16]([N:13]3[CH2:14][CH2:15][N:10]([C:8]([C:5]4[N:6]=[N:7][C:2]([N:28]5[C@H:27]([CH3:26])[CH2:31][O:30][C:29]5=[O:32])=[CH:3][CH:4]=4)=[O:9])[CH2:11][CH2:12]3)=[N:17][CH:18]=2)[CH2:25][CH2:24]1, predict the reactants needed to synthesize it. The reactants are: Cl[C:2]1[N:7]=[N:6][C:5]([C:8]([N:10]2[CH2:15][CH2:14][N:13]([C:16]3[C:21]([CH3:22])=[CH:20][C:19]([CH:23]4[CH2:25][CH2:24]4)=[CH:18][N:17]=3)[CH2:12][CH2:11]2)=[O:9])=[CH:4][CH:3]=1.[CH3:26][C@@H:27]1[CH2:31][O:30][C:29](=[O:32])[NH:28]1. (4) Given the product [F:1][C@@H:2]1[CH2:7][CH2:6][CH2:5][N:4]([CH2:8][C:9]2[N:10]=[C:11]([C:35]3[O:39][C:38]([CH2:40][C:41]([CH3:46])([CH3:47])[C:42]([OH:44])=[O:43])=[N:37][N:36]=3)[S:12][C:13]=2[C:14]2[C:23]3[C:18](=[CH:19][CH:20]=[CH:21][CH:22]=3)[C:17]([S:24](=[O:34])(=[O:33])[NH:25][C@@H:26]([CH2:31][CH3:32])[C:27]([F:29])([F:30])[F:28])=[CH:16][CH:15]=2)[CH2:3]1, predict the reactants needed to synthesize it. The reactants are: [F:1][C@@H:2]1[CH2:7][CH2:6][CH2:5][N:4]([CH2:8][C:9]2[N:10]=[C:11]([C:35]3[O:39][C:38]([CH2:40][C:41]([CH3:47])([CH3:46])[C:42]([O:44]C)=[O:43])=[N:37][N:36]=3)[S:12][C:13]=2[C:14]2[C:23]3[C:18](=[CH:19][CH:20]=[CH:21][CH:22]=3)[C:17]([S:24](=[O:34])(=[O:33])[NH:25][C@@H:26]([CH2:31][CH3:32])[C:27]([F:30])([F:29])[F:28])=[CH:16][CH:15]=2)[CH2:3]1.O[Li].O. (5) Given the product [I:15][C:13]1[C:8]([OH:7])=[CH:9][CH:10]=[C:11]([CH3:14])[N:12]=1, predict the reactants needed to synthesize it. The reactants are: C(=O)([O-])[O-].[Na+].[Na+].[OH:7][C:8]1[CH:9]=[CH:10][C:11]([CH3:14])=[N:12][CH:13]=1.[I:15]I.[I-].[K+]. (6) Given the product [CH3:74][CH:38]([CH3:37])[C@H:39]([N:44]1[CH2:52][C:51]2[C:46](=[CH:47][C:48]([C:53]3[N:54]=[N:55][C:56]([NH:59][C:60](=[O:72])[C:61]4[CH:62]=[CH:63][C:64]([CH2:67][CH2:68][CH2:69][CH2:70][CH3:71])=[CH:65][CH:66]=4)=[CH:57][CH:58]=3)=[CH:49][CH:50]=2)[C:45]1=[O:73])[C:40]([OH:42])=[O:41], predict the reactants needed to synthesize it. The reactants are: C(C1C=CC(C(NC2C=CC(C3C=C4C(CN([C@@H](C(C)C)C(O)=O)C4=O)=CC=3)=NC=2)=O)=CC=1)(C)(C)C.[CH3:37][CH:38]([CH3:74])[C@H:39]([N:44]1[CH2:52][C:51]2[C:46](=[CH:47][C:48]([C:53]3[N:54]=[N:55][C:56]([NH:59][C:60](=[O:72])[C:61]4[CH:66]=[CH:65][C:64]([CH2:67][CH2:68][CH2:69][CH2:70][CH3:71])=[CH:63][CH:62]=4)=[CH:57][CH:58]=3)=[CH:49][CH:50]=2)[C:45]1=[O:73])[C:40]([O:42]C)=[O:41]. (7) Given the product [CH:1]1([O:6][C:7]2[CH:8]=[C:9]3[C:15]([CH:31]([C:28]4[CH:29]=[C:30]5[C:25]([CH:24]=[CH:23][N:22]5[S:19]([CH2:16][CH2:17][CH3:18])(=[O:21])=[O:20])=[CH:26][CH:27]=4)[OH:32])=[CH:14][NH:13][C:10]3=[N:11][CH:12]=2)[CH2:2][CH2:3][CH2:4][CH2:5]1, predict the reactants needed to synthesize it. The reactants are: [CH:1]1([O:6][C:7]2[CH:8]=[C:9]3[CH:15]=[CH:14][NH:13][C:10]3=[N:11][CH:12]=2)[CH2:5][CH2:4][CH2:3][CH2:2]1.[CH2:16]([S:19]([N:22]1[C:30]2[C:25](=[CH:26][CH:27]=[C:28]([CH:31]=[O:32])[CH:29]=2)[CH:24]=[CH:23]1)(=[O:21])=[O:20])[CH2:17][CH3:18].[OH-].[K+].CO. (8) Given the product [CH3:37][S:38]([O:26][CH2:25][CH2:24][CH2:23][C:10]1([C:17]2[CH:22]=[CH:21][CH:20]=[CH:19][CH:18]=2)[C:9]2[C:13](=[CH:14][CH:15]=[C:7]([C:6]3[C:2]([CH3:1])=[N:3][O:4][C:5]=3[CH3:27])[CH:8]=2)[NH:12][C:11]1=[O:16])(=[O:40])=[O:39], predict the reactants needed to synthesize it. The reactants are: [CH3:1][C:2]1[C:6]([C:7]2[CH:8]=[C:9]3[C:13](=[CH:14][CH:15]=2)[NH:12][C:11](=[O:16])[C:10]3([CH2:23][CH2:24][CH2:25][OH:26])[C:17]2[CH:22]=[CH:21][CH:20]=[CH:19][CH:18]=2)=[C:5]([CH3:27])[O:4][N:3]=1.CCN(C(C)C)C(C)C.[CH3:37][S:38](Cl)(=[O:40])=[O:39]. (9) Given the product [F:16][C:15]([F:18])([F:17])[C:14]([C:12]1[S:13][C:9]([C:4]2[CH:3]=[C:2]([NH:1][C:22]3[N:27]=[CH:26][C:25]([CH3:28])=[CH:24][N:23]=3)[CH:7]=[C:6]([CH3:8])[CH:5]=2)=[CH:10][N:11]=1)([OH:20])[CH3:19], predict the reactants needed to synthesize it. The reactants are: [NH2:1][C:2]1[CH:3]=[C:4]([C:9]2[S:13][C:12]([C:14]([OH:20])([CH3:19])[C:15]([F:18])([F:17])[F:16])=[N:11][CH:10]=2)[CH:5]=[C:6]([CH3:8])[CH:7]=1.Cl[C:22]1[N:27]=[CH:26][C:25]([CH3:28])=[CH:24][N:23]=1.C(=O)([O-])[O-].[K+].[K+].CC(C1C=C(C(C)C)C(C2C=CC=CC=2P(C2CCCCC2)C2CCCCC2)=C(C(C)C)C=1)C.